From a dataset of Full USPTO retrosynthesis dataset with 1.9M reactions from patents (1976-2016). Predict the reactants needed to synthesize the given product. (1) Given the product [CH3:9][N:10]1[CH:11]([CH:12]=[CH:13][C:14]2[CH:19]=[CH:18][CH:17]=[CH:16][CH:15]=2)[CH2:6][C:4](=[CH2:5])[C:3]1=[O:2], predict the reactants needed to synthesize it. The reactants are: C[O:2][C:3](=O)[C:4]([CH2:6]Br)=[CH2:5].[CH3:9][N:10]=[CH:11][CH:12]=[CH:13][C:14]1[CH:19]=[CH:18][CH:17]=[CH:16][CH:15]=1.[NH4+].[Cl-]. (2) Given the product [Cl:37][C:34]1[CH:35]=[CH:36][C:31]([N:27]([C@H:20]2[C:21]3[C:26](=[CH:25][CH:24]=[CH:23][CH:22]=3)[N:17]([C:15](=[O:16])[C:14]3[CH:39]=[CH:40][C:11]([O:10][CH2:9][CH2:8][CH2:7][N:6]4[CH2:2][CH2:3][NH:4][C:5]4=[O:41])=[CH:12][CH:13]=3)[C@@H:18]([CH3:38])[CH2:19]2)[C:28](=[O:30])[CH3:29])=[CH:32][CH:33]=1, predict the reactants needed to synthesize it. The reactants are: Cl[CH2:2][CH2:3][NH:4][C:5](=[O:41])[NH:6][CH2:7][CH2:8][CH2:9][O:10][C:11]1[CH:40]=[CH:39][C:14]([C:15]([N:17]2[C:26]3[C:21](=[CH:22][CH:23]=[CH:24][CH:25]=3)[C@H:20]([N:27]([C:31]3[CH:36]=[CH:35][C:34]([Cl:37])=[CH:33][CH:32]=3)[C:28](=[O:30])[CH3:29])[CH2:19][C@@H:18]2[CH3:38])=[O:16])=[CH:13][CH:12]=1.C([O-])([O-])=O.[Cs+].[Cs+]. (3) Given the product [CH3:3][C:2]([N:10]1[CH2:15][CH2:14][C:13]([N:22]([C:23]2[CH:24]=[CH:25][CH:26]=[CH:27][CH:28]=2)[C:29](=[O:31])[CH3:30])([C:16]2[S:17][CH:18]=[C:19]([CH3:21])[N:20]=2)[CH2:12][CH2:11]1)([C:4]1[CH:5]=[CH:6][CH:7]=[CH:8][CH:9]=1)[CH3:1], predict the reactants needed to synthesize it. The reactants are: [CH3:1][C:2]([N:10]1[CH2:15][CH2:14][C:13]([NH:22][C:23]2[CH:28]=[CH:27][CH:26]=[CH:25][CH:24]=2)([C:16]2[S:17][CH:18]=[C:19]([CH3:21])[N:20]=2)[CH2:12][CH2:11]1)([C:4]1[CH:9]=[CH:8][CH:7]=[CH:6][CH:5]=1)[CH3:3].[C:29](Cl)(=[O:31])[CH3:30].